This data is from Drug-target binding data from BindingDB using IC50 measurements. The task is: Regression. Given a target protein amino acid sequence and a drug SMILES string, predict the binding affinity score between them. We predict pIC50 (pIC50 = -log10(IC50 in M); higher means more potent). Dataset: bindingdb_ic50. (1) The small molecule is CC(C)C(=O)Nc1ccc(N(C)C)c(C(=O)N[C@@H](C)c2ccccc2)c1. The target protein (Q92953) has sequence MAEKAPPGLNRKTSRSTLSLPPEPVDIIRSKTCSRRVKINVGGLNHEVLWRTLDRLPRTRLGKLRDCNTHESLLEVCDDYNLNENEYFFDRHPGAFTSILNFYRTGKLHMMEEMCALSFGQELDYWGIDEIYLESCCQARYHQKKEQMNEELRREAETMREREGEEFDNTCCPDKRKKLWDLLEKPNSSVAAKILAIVSILFIVLSTIALSLNTLPELQETDEFGQLNDNRQLAHVEAVCIAWFTMEYLLRFLSSPNKWKFFKGPLNVIDLLAILPYYVTIFLTESNKSVLQFQNVRRVVQIFRIMRILRILKLARHSTGLQSLGFTLRRSYNELGLLILFLAMGIMIFSSLVFFAEKDEDATKFTSIPASFWWATITMTTVGYGDIYPKTLLGKIVGGLCCIAGVLVIALPIPIIVNNFSEFYKEQKRQEKAIKRREALERAKRNGSIVSMNLKDAFARSMELIDVAVEKAGESANTKDSADDNHLSPSRWKWARKALS.... The pIC50 is 7.0. (2) The small molecule is Cc1cccc(C)c1OCC(=O)N[C@@H](Cc1ccccc1)[C@@H](O)C[C@H](Cc1ccccc1)NC(=O)[C@H](C(C)C)N1CCCNC1=O. The target protein (Q80W54) has sequence MGMWASVDAMWDFPAEKRIFGAVLLFSWTVYLWETFLAQRQRRIYKTTTRVPAELEQIMDSDTFEKSRLYQLDKSTFSFWSGLYSEVEGTFILLFGGIPYLWRLSGQFCSSAGFGPEYEIIQSLVFLLLATLFSALTGLPWSLYNTFVIEEKHGFNHQTLEFFMKDAIKKFIVTQCILLPVSALLLYIIKIGGDYFFIYAWLFTLVVSLVLVTIYADYIAPLFDKFTPLPEGKLKQEIEVMAKSIDFPLTKVYVVEGSKRSSHSNAYFYGFFKNKRIVLFDTLLEEYSVPNKDNQEESGMEARNEGEGDSEEVKAKVKNKKQGCKNEEVLAVLGHELGHWKLGHTVKNIIISQMNSFLCFFLFAVLIGRRELFAAFGFYDSQPTLIGLLIIFQFIFSPYNEVLSFCLTVLSRRFEFQADAFAKKLGKAKDLYSALIKLNKDNLGFPVSDWLFSTWHYSHPPLLERLQALKNAKQD. The pIC50 is 4.7. (3) The small molecule is CCCCC(=O)C=C(C)C=CCCC(=O)N1CCCC1=O. The target protein (P26019) has sequence MSESPSEPRAKRQRVDKNGRFAAMERLRQLKGTKNKCKVEDQVDDVYDVVDEREYAKRAQEKYGDDWIEEDGTGYAEDLRDFFEDEDEYSDGEEDRKDSKKKKGVAPNSKKRPRENEKPVTGKASIKNLFSNAVPKKMDVKTSVKDDDILADILGEIKEEPAATSEKAEKVIAPAKISVTSRKFDAAAAKEYMNSFLNNIKVQEQERKKAEASSDNEMLERILKPKAAVPNTKVAFFSSPTIKKEPMPEKTPAKKATEDPFSDNEMDFSCLDDDENQFDVEKTQQTEKVSQTKTAAEKTSQSKVAEKSAPKKETTGSPKESESEDISRLLNNWESICQMDDDFEKSVLTTEQDSTISSDQQLRFWYWEAYEDPVKMPGEVFLFGRTADGKSVCLRVQNINRVLYLLPRQFLLDPISKEPTKQKVTVADIYKEFDSEVANQLKLEFFRSRKVTKSFAHHAIGIEVPQSCDYLEVHYDGKKPLPNLSADKKYNSIAHIFGAT.... The pIC50 is 3.7.